Dataset: Catalyst prediction with 721,799 reactions and 888 catalyst types from USPTO. Task: Predict which catalyst facilitates the given reaction. (1) Reactant: Cl.Cl[CH2:3][CH2:4][CH2:5][NH2:6].O.O.O.O.O.[S:12]([O-:16])([O-:15])(=[O:14])=[S:13].[Na+].[Na+]. Product: [NH2:6][CH2:5][CH2:4][CH2:3][SH:13]=[S:12](=[O:14])([OH:16])[OH:15]. The catalyst class is: 6. (2) Reactant: [C:1]([O:5][C:6]([N:8]([CH2:10][C:11]1[CH:12]=[C:13]([C:29]2[CH:34]=[CH:33][CH:32]=[CH:31][CH:30]=2)[N:14]([S:16]([C:19]2[CH:20]=[C:21]([CH:26]=[CH:27][CH:28]=2)[C:22]([O:24]C)=[O:23])(=[O:18])=[O:17])[CH:15]=1)[CH3:9])=[O:7])([CH3:4])([CH3:3])[CH3:2].[OH-].[Na+].Cl. Product: [C:1]([O:5][C:6]([N:8]([CH2:10][C:11]1[CH:12]=[C:13]([C:29]2[CH:30]=[CH:31][CH:32]=[CH:33][CH:34]=2)[N:14]([S:16]([C:19]2[CH:20]=[C:21]([CH:26]=[CH:27][CH:28]=2)[C:22]([OH:24])=[O:23])(=[O:18])=[O:17])[CH:15]=1)[CH3:9])=[O:7])([CH3:4])([CH3:2])[CH3:3]. The catalyst class is: 83. (3) Reactant: Cl[C:2]1[C:3]2[O:10][C:9]([C:11]([NH2:13])=[O:12])=[CH:8][C:4]=2[N:5]=[CH:6][N:7]=1.[NH:14]1[CH2:19][CH2:18][CH:17]([CH2:20][CH2:21][NH:22][C:23](=[O:29])[O:24][C:25]([CH3:28])([CH3:27])[CH3:26])[CH2:16][CH2:15]1.CCN(C(C)C)C(C)C. The catalyst class is: 10. Product: [C:11]([C:9]1[O:10][C:3]2[C:2]([N:14]3[CH2:19][CH2:18][CH:17]([CH2:20][CH2:21][NH:22][C:23](=[O:29])[O:24][C:25]([CH3:27])([CH3:26])[CH3:28])[CH2:16][CH2:15]3)=[N:7][CH:6]=[N:5][C:4]=2[CH:8]=1)(=[O:12])[NH2:13]. (4) Reactant: Cl[C:2]1[C:3]2[C:4](=[CH:18][N:19](CC3C=CC(OC)=CC=3)[N:20]=2)[N:5]=[C:6]([C:8]2[CH:13]=[CH:12][CH:11]=[C:10]([S:14]([CH3:17])(=[O:16])=[O:15])[CH:9]=2)[N:7]=1.[CH3:30][O:31][C:32]1[CH:33]=[C:34]([CH:36]=[CH:37][C:38]=1[O:39][CH3:40])[NH2:35].Cl. Product: [CH3:30][O:31][C:32]1[CH:33]=[C:34]([NH:35][C:2]2[C:3]3[NH:20][N:19]=[CH:18][C:4]=3[N:5]=[C:6]([C:8]3[CH:13]=[CH:12][CH:11]=[C:10]([S:14]([CH3:17])(=[O:15])=[O:16])[CH:9]=3)[N:7]=2)[CH:36]=[CH:37][C:38]=1[O:39][CH3:40]. The catalyst class is: 71. (5) Reactant: [F:1][C:2]1[CH:9]=[C:8]([OH:10])[C:7]([O:11][CH3:12])=[CH:6][C:3]=1[CH:4]=[O:5].[H-].[Na+].[CH2:15](Br)[C:16]1[CH:21]=[CH:20][CH:19]=[CH:18][CH:17]=1.O. Product: [CH2:15]([O:10][C:8]1[C:7]([O:11][CH3:12])=[CH:6][C:3]([CH:4]=[O:5])=[C:2]([F:1])[CH:9]=1)[C:16]1[CH:21]=[CH:20][CH:19]=[CH:18][CH:17]=1. The catalyst class is: 9.